Dataset: Reaction yield outcomes from USPTO patents with 853,638 reactions. Task: Predict the reaction yield, written as a fraction of the theoretical maximum amount of product (1.0 means a 100% yield; for example, 0.34 means a 34% yield). (1) The yield is 0.850. The reactants are CS(O[C@H:6]([C:16]1[CH:17]=[N:18][C:19]([CH:22]([F:24])[F:23])=[CH:20][CH:21]=1)[CH2:7][O:8][Si:9]([C:12]([CH3:15])([CH3:14])[CH3:13])([CH3:11])[CH3:10])(=O)=O.[N-:25]=[N+:26]=[N-:27].[Na+]. The product is [N:25]([C@@H:6]([C:16]1[CH:21]=[CH:20][C:19]([CH:22]([F:24])[F:23])=[N:18][CH:17]=1)[CH2:7][O:8][Si:9]([C:12]([CH3:15])([CH3:14])[CH3:13])([CH3:11])[CH3:10])=[N+:26]=[N-:27]. The catalyst is CN(C=O)C. (2) The reactants are Br[C:2]1[CH:3]=[CH:4][C:5]([NH:9][CH2:10][C:11]2[CH:16]=[CH:15][CH:14]=[CH:13][C:12]=2[Cl:17])=[N:6][C:7]=1[F:8].C([Li])CCC.C([Li])(C)(C)C.[CH:28]([Si:31]([CH:46]([CH3:48])[CH3:47])([CH:43]([CH3:45])[CH3:44])[N:32]1[C:36]2=[N:37][CH:38]=[CH:39][CH:40]=[C:35]2[C:34]([CH:41]=[O:42])=[CH:33]1)([CH3:30])[CH3:29].[Cl-].[NH4+]. The catalyst is O1CCCC1. The product is [Cl:17][C:12]1[CH:13]=[CH:14][CH:15]=[CH:16][C:11]=1[CH2:10][NH:9][C:5]1[N:6]=[C:7]([F:8])[C:2]([CH:41]([C:34]2[C:35]3[C:36](=[N:37][CH:38]=[CH:39][CH:40]=3)[N:32]([Si:31]([CH:43]([CH3:45])[CH3:44])([CH:46]([CH3:48])[CH3:47])[CH:28]([CH3:29])[CH3:30])[CH:33]=2)[OH:42])=[CH:3][CH:4]=1. The yield is 0.176. (3) The reactants are [CH3:1][O:2][CH2:3][CH2:4][O:5][CH2:6][CH2:7][OH:8].[H-].[Na+].[I:11][C:12]1[CH:13]=[C:14]2[C:19](=[CH:20][CH:21]=1)[N:18]=[CH:17][C:16]([C:22]#[N:23])=[CH:15]2. The catalyst is CN(C=O)C. The product is [I:11][C:12]1[CH:13]=[C:14]2[C:19](=[CH:20][CH:21]=1)[N:18]=[CH:17][C:16]([C:22]#[N:23])=[C:15]2[O:8][CH2:7][CH2:6][O:5][CH2:4][CH2:3][O:2][CH3:1]. The yield is 0.460. (4) The reactants are [OH:1][C@@:2]1([C:9]#[C:10][C:11]2[CH:12]=[C:13]([N:17]3[C:21]4=[N:22][C:23]([N:26]5[CH2:31][CH2:30][O:29][CH2:28][CH2:27]5)=[CH:24][CH:25]=[C:20]4[C:19]([C:32]([O:34]C)=O)=[N:18]3)[CH:14]=[CH:15][CH:16]=2)[CH2:6][CH2:5][N:4]([CH3:7])[C:3]1=[O:8].[NH3:36]. No catalyst specified. The product is [OH:1][C@@:2]1([C:9]#[C:10][C:11]2[CH:12]=[C:13]([N:17]3[C:21]4=[N:22][C:23]([N:26]5[CH2:31][CH2:30][O:29][CH2:28][CH2:27]5)=[CH:24][CH:25]=[C:20]4[C:19]([C:32]([NH2:36])=[O:34])=[N:18]3)[CH:14]=[CH:15][CH:16]=2)[CH2:6][CH2:5][N:4]([CH3:7])[C:3]1=[O:8]. The yield is 0.410. (5) The yield is 0.830. The product is [ClH:15].[NH2:2][CH:3]([C:5]1[CH:14]=[CH:13][C:8]([C:9]([O:11][CH3:12])=[O:10])=[CH:7][CH:6]=1)[CH3:4]. The reactants are O[N:2]=[C:3]([C:5]1[CH:14]=[CH:13][C:8]([C:9]([O:11][CH3:12])=[O:10])=[CH:7][CH:6]=1)[CH3:4].[ClH:15].O. The catalyst is CO.[Pd]. (6) The reactants are [C:1]([C:3]1([C:9]2[CH:10]=[C:11]([CH:16]=[CH:17][CH:18]=2)[C:12]([O:14]C)=[O:13])[CH2:8][CH2:7][O:6][CH2:5][CH2:4]1)#[N:2].O.[OH-].[Li+].CO.O. The catalyst is O1CCCC1. The product is [C:1]([C:3]1([C:9]2[CH:10]=[C:11]([CH:16]=[CH:17][CH:18]=2)[C:12]([OH:14])=[O:13])[CH2:8][CH2:7][O:6][CH2:5][CH2:4]1)#[N:2]. The yield is 0.830.